This data is from Full USPTO retrosynthesis dataset with 1.9M reactions from patents (1976-2016). The task is: Predict the reactants needed to synthesize the given product. (1) Given the product [Cl:19][CH2:20][C:21]1([C:25]([O:27][CH2:28][CH3:29])=[O:26])[CH2:24][N:23]([C:6](=[O:7])[C:5]2[CH:9]=[CH:10][C:2]([F:1])=[CH:3][CH:4]=2)[CH2:22]1, predict the reactants needed to synthesize it. The reactants are: [F:1][C:2]1[CH:10]=[CH:9][C:5]([C:6](Cl)=[O:7])=[CH:4][CH:3]=1.C(N(CC)CC)C.Cl.[Cl:19][CH2:20][C:21]1([C:25]([O:27][CH2:28][CH3:29])=[O:26])[CH2:24][NH:23][CH2:22]1.C(OCC)C. (2) Given the product [ClH:10].[NH2:4][CH2:3][CH:2]([CH3:1])[C:5]([O:7][CH3:12])=[O:6], predict the reactants needed to synthesize it. The reactants are: [CH3:1][CH:2]([C:5]([OH:7])=[O:6])[CH2:3][NH2:4].O=S(Cl)[Cl:10].[CH3:12]O. (3) Given the product [O:31]=[C:30]1[N:16]([C:17]2[CH:22]=[CH:21][C:20]([N:23]3[CH2:28][CH2:27][O:26][CH2:25][C:24]3=[O:29])=[CH:19][CH:18]=2)[CH2:15][C@H:2]([CH2:3][N:4]2[C:12](=[O:13])[C:11]3[C:6](=[CH:7][CH:8]=[CH:9][CH:10]=3)[C:5]2=[O:14])[O:1]1, predict the reactants needed to synthesize it. The reactants are: [OH:1][C@@H:2]([CH2:15][NH:16][C:17]1[CH:22]=[CH:21][C:20]([N:23]2[CH2:28][CH2:27][O:26][CH2:25][C:24]2=[O:29])=[CH:19][CH:18]=1)[CH2:3][N:4]1[C:12](=[O:13])[C:11]2[C:6](=[CH:7][CH:8]=[CH:9][CH:10]=2)[C:5]1=[O:14].[C:30](N1C=CN=C1)(N1C=CN=C1)=[O:31].